Dataset: Forward reaction prediction with 1.9M reactions from USPTO patents (1976-2016). Task: Predict the product of the given reaction. (1) Given the reactants [CH3:1][O:2][C:3]1[CH:8]=[CH:7][C:6]([C:9]2[O:13][N:12]=[CH:11][C:10]=2[C:14]([OH:16])=O)=[CH:5][CH:4]=1.[NH:17]1[CH2:21][CH2:20][CH2:19][CH2:18]1, predict the reaction product. The product is: [CH3:1][O:2][C:3]1[CH:4]=[CH:5][C:6]([C:9]2[O:13][N:12]=[CH:11][C:10]=2[C:14]([N:17]2[CH2:21][CH2:20][CH2:19][CH2:18]2)=[O:16])=[CH:7][CH:8]=1. (2) Given the reactants Cl[C:2]1[CH:3]=[C:4]([CH:7]=[C:8]([N:10]2[CH2:14][CH2:13][CH2:12][CH2:11]2)[N:9]=1)[C:5]#[N:6].[F:15][C:16]([F:27])([F:26])[C:17]1[CH:22]=[CH:21][C:20](B(O)O)=[CH:19][CH:18]=1.C(=O)([O-])[O-].[Cs+].[Cs+], predict the reaction product. The product is: [N:10]1([C:8]2[CH:7]=[C:4]([CH:3]=[C:2]([C:20]3[CH:21]=[CH:22][C:17]([C:16]([F:27])([F:26])[F:15])=[CH:18][CH:19]=3)[N:9]=2)[C:5]#[N:6])[CH2:14][CH2:13][CH2:12][CH2:11]1. (3) The product is: [C:1]([O:5][C:6]([N:8]1[CH2:13][CH2:12][CH:11]([C:14]2[CH:23]=[CH:22][C:21]3[C:16](=[CH:17][CH:18]=[C:19]([Cl:36])[C:20]=3[C:24](=[O:35])[NH:25][CH2:26][CH:27]3[CH2:28][CH2:29][C:30]([F:34])([F:33])[CH2:31][CH2:32]3)[N:15]=2)[CH2:10][CH2:9]1)=[O:7])([CH3:4])([CH3:2])[CH3:3]. Given the reactants [C:1]([O:5][C:6]([N:8]1[CH2:13][CH:12]=[C:11]([C:14]2[CH:23]=[CH:22][C:21]3[C:16](=[CH:17][CH:18]=[C:19]([Cl:36])[C:20]=3[C:24](=[O:35])[NH:25][CH2:26][CH:27]3[CH2:32][CH2:31][C:30]([F:34])([F:33])[CH2:29][CH2:28]3)[N:15]=2)[CH2:10][CH2:9]1)=[O:7])([CH3:4])([CH3:3])[CH3:2].C([SiH](CC)CC)C, predict the reaction product. (4) Given the reactants [CH3:1][N:2]1[C:6](=[O:7])[O:5][N:4]=[C:3]1/[C:8](=[N:15]\[O:16][CH2:17][C:18]1[N:23]=[C:22]([NH:24][C:25](=[O:31])[O:26][C:27]([CH3:30])([CH3:29])[CH3:28])[CH:21]=[CH:20][CH:19]=1)/[C:9]1[CH:14]=[CH:13][CH:12]=[CH:11][CH:10]=1.[H-].[Na+].Br[CH2:35][CH2:36][CH:37]1[CH2:42][CH2:41][CH2:40][CH2:39][CH2:38]1, predict the reaction product. The product is: [CH:37]1([CH2:36][CH2:35][N:24]([C:22]2[CH:21]=[CH:20][CH:19]=[C:18]([CH2:17][O:16]/[N:15]=[C:8](\[C:3]3[N:2]([CH3:1])[C:6](=[O:7])[O:5][N:4]=3)/[C:9]3[CH:10]=[CH:11][CH:12]=[CH:13][CH:14]=3)[N:23]=2)[C:25](=[O:31])[O:26][C:27]([CH3:28])([CH3:30])[CH3:29])[CH2:42][CH2:41][CH2:40][CH2:39][CH2:38]1. (5) Given the reactants C([O:5][C:6](=[O:20])[CH2:7][CH:8]1[C:12]2[CH:13]=[C:14]([O:17][CH3:18])[CH:15]=[CH:16][C:11]=2[C:10](=[O:19])[O:9]1)CCC, predict the reaction product. The product is: [CH3:18][O:17][C:14]1[CH:15]=[CH:16][C:11]2[C:10](=[O:19])[O:9][CH:8]([CH2:7][C:6]([OH:20])=[O:5])[C:12]=2[CH:13]=1. (6) Given the reactants [CH3:1][C@:2]1([CH2:34][O:35][C:36](=[O:44])[CH2:37][O:38]C2CCCO2)[O:30][C@@H:6]([O:7][C:8]2[CH:13]=[C:12]([CH2:14][O:15]C3CCCO3)[CH:11]=[CH:10][C:9]=2[CH2:21][C:22]2[CH:27]=[CH:26][C:25]([CH2:28][CH3:29])=[CH:24][CH:23]=2)[C@H:5]([OH:31])[C@@H:4]([OH:32])[C@@H:3]1[OH:33].CC1C=CC(S(O)(=O)=O)=CC=1, predict the reaction product. The product is: [OH:38][CH2:37][C:36]([O:35][CH2:34][C@@:2]1([CH3:1])[O:30][C@@H:6]([O:7][C:8]2[CH:13]=[C:12]([CH2:14][OH:15])[CH:11]=[CH:10][C:9]=2[CH2:21][C:22]2[CH:27]=[CH:26][C:25]([CH2:28][CH3:29])=[CH:24][CH:23]=2)[C@H:5]([OH:31])[C@@H:4]([OH:32])[C@@H:3]1[OH:33])=[O:44]. (7) The product is: [CH2:1]([C:4]1[N:8]([CH2:9][C:10]2[CH:28]=[CH:27][C:13]3/[C:14](=[CH:23]/[C:24]([NH:37][S:34]([CH3:33])(=[O:36])=[O:35])=[O:25])/[C:15]4[CH:22]=[CH:21][CH:20]=[CH:19][C:16]=4[CH2:17][CH2:18][C:12]=3[CH:11]=2)[C:7]2[CH:29]=[CH:30][CH:31]=[CH:32][C:6]=2[N:5]=1)[CH2:2][CH3:3]. Given the reactants [CH2:1]([C:4]1[N:8]([CH2:9][C:10]2[CH:28]=[CH:27][C:13]3/[C:14](=[CH:23]/[C:24](O)=[O:25])/[C:15]4[CH:22]=[CH:21][CH:20]=[CH:19][C:16]=4[CH2:17][CH2:18][C:12]=3[CH:11]=2)[C:7]2[CH:29]=[CH:30][CH:31]=[CH:32][C:6]=2[N:5]=1)[CH2:2][CH3:3].[CH3:33][S:34]([NH2:37])(=[O:36])=[O:35].C1CCN2C(=NCCC2)CC1.C(O)(=O)CC(CC(O)=O)(C(O)=O)O, predict the reaction product. (8) Given the reactants [NH2:1][C@@H:2]([C:5]([OH:7])=[O:6])[CH2:3][SH:4].[S:8]1[C:12]2=[C:13]3[C:18](=[CH:19][CH:20]=[C:11]2[N:10]=[C:9]1[C:21]#N)[NH:17][CH2:16][CH2:15][CH2:14]3, predict the reaction product. The product is: [S:8]1[C:12]2=[C:13]3[C:18](=[CH:19][CH:20]=[C:11]2[N:10]=[C:9]1[C:21]1[S:4][CH2:3][CH:2]([C:5]([OH:7])=[O:6])[N:1]=1)[NH:17][CH2:16][CH2:15][CH2:14]3. (9) Given the reactants [N:1]1[CH:6]=[CH:5][CH:4]=[C:3]([S:7]([OH:10])(=O)=[O:8])[CH:2]=1.P(Cl)(Cl)(Cl)(Cl)[Cl:12].P(Cl)(Cl)(Cl)=O, predict the reaction product. The product is: [N:1]1[CH:6]=[CH:5][CH:4]=[C:3]([S:7]([Cl:12])(=[O:10])=[O:8])[CH:2]=1. (10) The product is: [ClH:17].[CH3:1][C:2]([NH2:9])([CH3:8])[CH2:3][S:4]([CH3:7])(=[O:6])=[O:5]. Given the reactants [CH3:1][C:2]([NH:9]C(=O)OC(C)(C)C)([CH3:8])[CH2:3][S:4]([CH3:7])(=[O:6])=[O:5].[ClH:17], predict the reaction product.